From a dataset of Retrosynthesis with 50K atom-mapped reactions and 10 reaction types from USPTO. Predict the reactants needed to synthesize the given product. (1) Given the product Cc1cc(OCC2CCN(C(=O)OC(C)(C)C)CC2)cc(OS(=O)(=O)c2ccccc2)c1, predict the reactants needed to synthesize it. The reactants are: CC(C)(C)OC(=O)N1CCC(CO)CC1.Cc1cc(O)cc(OS(=O)(=O)c2ccccc2)c1. (2) Given the product COc1c(N)cc(C(C)(C)C)cc1NS(=O)(=O)N(C)C, predict the reactants needed to synthesize it. The reactants are: CN(C)S(=O)(=O)Cl.COc1c(N)cc(C(C)(C)C)cc1N. (3) Given the product C[Sn](C)(C)c1ccco1, predict the reactants needed to synthesize it. The reactants are: C[Sn](C)(C)Cl.c1ccoc1. (4) Given the product Cc1csc2nccc(NCCc3ccc(Cl)cc3)c12, predict the reactants needed to synthesize it. The reactants are: Cc1csc2nccc(Br)c12.NCCc1ccc(Cl)cc1.